Dataset: Full USPTO retrosynthesis dataset with 1.9M reactions from patents (1976-2016). Task: Predict the reactants needed to synthesize the given product. (1) The reactants are: [CH2:1]([C:8](=[CH2:11])[CH:9]=[O:10])[C:2]1[CH:7]=[CH:6][CH:5]=[CH:4][CH:3]=1. Given the product [CH3:11][C@H:8]([CH2:1][C:2]1[CH:7]=[CH:6][CH:5]=[CH:4][CH:3]=1)[CH:9]=[O:10], predict the reactants needed to synthesize it. (2) Given the product [CH:39]1([C:43]([NH:1][C:2]2[CH:7]=[C:6]([O:8][C:9]3[CH:10]=[CH:11][C:12]([NH:15][C:16]([C:18]4[C:19](=[O:31])[N:20]([C:25]5[CH:26]=[CH:27][CH:28]=[CH:29][CH:30]=5)[N:21]([CH3:24])[C:22]=4[CH3:23])=[O:17])=[CH:13][CH:14]=3)[CH:5]=[CH:4][N:3]=2)=[O:44])[CH2:42][CH2:41][CH2:40]1, predict the reactants needed to synthesize it. The reactants are: [NH2:1][C:2]1[CH:7]=[C:6]([O:8][C:9]2[CH:14]=[CH:13][C:12]([NH:15][C:16]([C:18]3[C:19](=[O:31])[N:20]([C:25]4[CH:30]=[CH:29][CH:28]=[CH:27][CH:26]=4)[N:21]([CH3:24])[C:22]=3[CH3:23])=[O:17])=[CH:11][CH:10]=2)[CH:5]=[CH:4][N:3]=1.CCN(CC)CC.[CH:39]1([C:43](Cl)=[O:44])[CH2:42][CH2:41][CH2:40]1. (3) Given the product [NH2:4][C:5]1[C:13]([CH3:14])=[CH:12][C:11]([N+:15]([O-:17])=[O:16])=[CH:10][C:6]=1[C:7]([OH:9])=[O:8], predict the reactants needed to synthesize it. The reactants are: C([NH:4][C:5]1[C:13]([CH3:14])=[CH:12][C:11]([N+:15]([O-:17])=[O:16])=[CH:10][C:6]=1[C:7]([OH:9])=[O:8])(=O)C.[OH-].[K+].CO.Cl.